Dataset: Forward reaction prediction with 1.9M reactions from USPTO patents (1976-2016). Task: Predict the product of the given reaction. (1) The product is: [CH3:31][C:26]1([CH3:30])[CH2:25][C:24]2([CH2:32][N:20]([CH:17]3[CH2:16][CH2:15][N:14]([C:12]([C:11]4[C:10]5[CH:43]=[CH:44][CH:45]=[CH:46][C:9]=5[S:8][C:7]=4[NH:6][C:4]([NH:3][CH2:1][CH3:2])=[O:5])=[O:13])[CH2:19][CH2:18]3)[CH2:21][CH2:22][NH:23]2)[C:28](=[O:29])[O:27]1. Given the reactants [CH2:1]([NH:3][C:4]([NH:6][C:7]1[S:8][C:9]2[CH:46]=[CH:45][CH:44]=[CH:43][C:10]=2[C:11]=1[C:12]([N:14]1[CH2:19][CH2:18][CH:17]([N:20]2[CH2:32][C:24]3([C:28](=[O:29])[O:27][C:26]([CH3:31])([CH3:30])[CH2:25]3)[N:23](C(OCC3C=CC=CC=3)=O)[CH2:22][CH2:21]2)[CH2:16][CH2:15]1)=[O:13])=[O:5])[CH3:2], predict the reaction product. (2) Given the reactants [C:1]([C:4]1[CH:13]([C:14]2[CH:15]=[CH:16][CH:17]=[C:18]3[C:23]=2[O:22][C:21]([CH3:24])=[CH:20][C:19]3=[O:25])[C:12]2[C:11](=[O:26])[NH:10][CH:9]=[CH:8][C:7]=2[NH:6][C:5]=1[CH3:27])(=[O:3])[CH3:2].[F:28][C:29]([F:42])([F:41])[S:30](O[S:30]([C:29]([F:42])([F:41])[F:28])(=[O:32])=[O:31])(=[O:32])=[O:31], predict the reaction product. The product is: [F:28][C:29]([F:42])([F:41])[S:30]([O:26][C:11]1[N:10]=[CH:9][CH:8]=[C:7]2[C:12]=1[CH:13]([C:14]1[CH:15]=[CH:16][CH:17]=[C:18]3[C:23]=1[O:22][C:21]([CH3:24])=[CH:20][C:19]3=[O:25])[C:4]([C:1](=[O:3])[CH3:2])=[C:5]([CH3:27])[NH:6]2)(=[O:32])=[O:31]. (3) The product is: [CH3:1][C:2]1([CH3:32])[C:13](=[O:14])[O:12][CH2:11][C@@H:10]([C:15]2[CH:20]=[CH:19][CH:18]=[CH:17][CH:16]=2)[NH:9][C:8](=[O:21])[CH2:7][CH2:6][C:5](=[O:36])[CH2:4][CH2:3]1. Given the reactants [CH3:1][C:2]1([CH3:32])[C:13](=[O:14])[O:12][CH2:11][C@@H:10]([C:15]2[CH:20]=[CH:19][CH:18]=[CH:17][CH:16]=2)[NH:9][C:8](=[O:21])[CH2:7][CH2:6][C:5]([Si](OCC)(OCC)OCC)=[CH:4][CH2:3]1.[F-].[K+].C(=O)(O)[O-:36].[Na+].OO, predict the reaction product. (4) Given the reactants [Br:1][C:2]1[CH:3]=[C:4]([F:19])[C:5]([O:11][C:12]2[CH:13]=[N:14][C:15]([Cl:18])=[CH:16][CH:17]=2)=[C:6]([CH:10]=1)[C:7]([OH:9])=O.[CH2:20]([NH:22][CH2:23][CH3:24])[CH3:21], predict the reaction product. The product is: [Br:1][C:2]1[CH:3]=[C:4]([F:19])[C:5]([O:11][C:12]2[CH:13]=[N:14][C:15]([Cl:18])=[CH:16][CH:17]=2)=[C:6]([CH:10]=1)[C:7]([N:22]([CH2:23][CH3:24])[CH2:20][CH3:21])=[O:9]. (5) Given the reactants [F:1][C:2]1[CH:17]=[C:16]([C:18]2[C:19]3[C:20]4[CH:33]=[CH:32][S:31][C:21]=4[C:22](=[O:30])[NH:23][C:24]=3C=[CH:26][C:27]=2[O:28][CH3:29])[CH:15]=[CH:14][C:3]=1[CH2:4][CH2:5][NH:6]C(=O)OC(C)(C)C.[CH2:34]([Cl:36])[Cl:35], predict the reaction product. The product is: [ClH:35].[NH2:6][CH2:5][CH2:4][C:3]1[CH:14]=[CH:15][C:16]([C:18]2[C:19]3[C:20]4[CH:33]=[CH:32][S:31][C:21]=4[C:22](=[O:30])[NH:23][C:24]=3[C:34]([Cl:36])=[CH:26][C:27]=2[O:28][CH3:29])=[CH:17][C:2]=1[F:1].